The task is: Predict the reactants needed to synthesize the given product.. This data is from Full USPTO retrosynthesis dataset with 1.9M reactions from patents (1976-2016). Given the product [Cl:13][C:12]1[C:7]2[N:8]([CH:14]=[C:5]([CH2:1][CH2:2][C:3]#[C:4][C:16]3[CH:21]=[CH:20][CH:19]=[CH:18][N:17]=3)[N:6]=2)[CH:9]=[CH:10][CH:11]=1, predict the reactants needed to synthesize it. The reactants are: [CH2:1]([C:5]1[N:6]=[C:7]2[C:12]([Cl:13])=[CH:11][CH:10]=[CH:9][N:8]2[CH:14]=1)[CH2:2][C:3]#[CH:4].Br[C:16]1[CH:21]=[CH:20][CH:19]=[CH:18][N:17]=1.